This data is from NCI-60 drug combinations with 297,098 pairs across 59 cell lines. The task is: Regression. Given two drug SMILES strings and cell line genomic features, predict the synergy score measuring deviation from expected non-interaction effect. (1) Drug 1: C1=CC(=CC=C1CC(C(=O)O)N)N(CCCl)CCCl.Cl. Drug 2: CCN(CC)CCNC(=O)C1=C(NC(=C1C)C=C2C3=C(C=CC(=C3)F)NC2=O)C. Cell line: SNB-19. Synergy scores: CSS=7.42, Synergy_ZIP=-1.85, Synergy_Bliss=4.69, Synergy_Loewe=0.881, Synergy_HSA=0.665. (2) Drug 1: CN(C)C1=NC(=NC(=N1)N(C)C)N(C)C. Drug 2: CN1C2=C(C=C(C=C2)N(CCCl)CCCl)N=C1CCCC(=O)O.Cl. Cell line: RXF 393. Synergy scores: CSS=-8.09, Synergy_ZIP=0.860, Synergy_Bliss=-5.45, Synergy_Loewe=-9.99, Synergy_HSA=-8.80. (3) Drug 1: COC1=CC(=CC(=C1O)OC)C2C3C(COC3=O)C(C4=CC5=C(C=C24)OCO5)OC6C(C(C7C(O6)COC(O7)C8=CC=CS8)O)O. Drug 2: CCC1=C2CN3C(=CC4=C(C3=O)COC(=O)C4(CC)O)C2=NC5=C1C=C(C=C5)O. Cell line: SR. Synergy scores: CSS=85.2, Synergy_ZIP=-1.02, Synergy_Bliss=-1.25, Synergy_Loewe=-1.80, Synergy_HSA=1.93.